Dataset: Reaction yield outcomes from USPTO patents with 853,638 reactions. Task: Predict the reaction yield, written as a fraction of the theoretical maximum amount of product (1.0 means a 100% yield; for example, 0.34 means a 34% yield). The product is [Cl:14][C:15]1[N:16]=[C:17]([O:3][C:4]2[C:5]([CH3:13])=[CH:6][C:7]([C:8]#[N:9])=[CH:10][C:11]=2[CH3:12])[C:18]2[S:23][CH:22]=[CH:21][C:19]=2[N:20]=1. The yield is 0.810. The reactants are [H-].[Na+].[OH:3][C:4]1[C:11]([CH3:12])=[CH:10][C:7]([C:8]#[N:9])=[CH:6][C:5]=1[CH3:13].[Cl:14][C:15]1[N:16]=[C:17](Cl)[C:18]2[S:23][CH:22]=[CH:21][C:19]=2[N:20]=1. The catalyst is CN1C(=O)CCC1.O.